Dataset: Forward reaction prediction with 1.9M reactions from USPTO patents (1976-2016). Task: Predict the product of the given reaction. Given the reactants [F-:1].[K+].Cl[C:4]1[CH:23]=[CH:22][C:21]([N+:24]([O-:26])=[O:25])=[CH:20][C:5]=1[C:6]([NH:8][CH2:9][C:10]([O:12][CH2:13][C:14]1[CH:19]=[CH:18][CH:17]=[CH:16][CH:15]=1)=[O:11])=[O:7].C1OCCOCCOCCOCCOCCOC1, predict the reaction product. The product is: [F:1][C:4]1[CH:23]=[CH:22][C:21]([N+:24]([O-:26])=[O:25])=[CH:20][C:5]=1[C:6]([NH:8][CH2:9][C:10]([O:12][CH2:13][C:14]1[CH:19]=[CH:18][CH:17]=[CH:16][CH:15]=1)=[O:11])=[O:7].